Dataset: Reaction yield outcomes from USPTO patents with 853,638 reactions. Task: Predict the reaction yield, written as a fraction of the theoretical maximum amount of product (1.0 means a 100% yield; for example, 0.34 means a 34% yield). (1) The reactants are Cl[C:2]1[N:7]=[C:6]([N:8]2[CH2:13][CH2:12][CH2:11][C@H:10]3[N:14]([C:17]([O:19][C:20]([CH3:23])([CH3:22])[CH3:21])=[O:18])[CH2:15][CH2:16][C@@H:9]23)[CH:5]=[N:4][C:3]=1[C:24]#[N:25].Cl.[CH:27]1([N:32]2[CH2:37][CH2:36][CH:35]([C:38]3[CH:44]=[CH:43][C:41]([NH2:42])=[CH:40][CH:39]=3)[CH2:34][CH2:33]2)[CH2:31][CH2:30][CH2:29][CH2:28]1.C(=O)([O-])[O-].[Cs+].[Cs+].C1C=CC(P(C2C(C3C(P(C4C=CC=CC=4)C4C=CC=CC=4)=CC=C4C=3C=CC=C4)=C3C(C=CC=C3)=CC=2)C2C=CC=CC=2)=CC=1. The catalyst is O1CCOCC1.CC([O-])=O.CC([O-])=O.[Pd+2]. The product is [C:24]([C:3]1[N:4]=[CH:5][C:6]([N:8]2[CH2:13][CH2:12][CH2:11][C@H:10]3[N:14]([C:17]([O:19][C:20]([CH3:23])([CH3:22])[CH3:21])=[O:18])[CH2:15][CH2:16][C@@H:9]23)=[N:7][C:2]=1[NH:42][C:41]1[CH:43]=[CH:44][C:38]([CH:35]2[CH2:36][CH2:37][N:32]([CH:27]3[CH2:31][CH2:30][CH2:29][CH2:28]3)[CH2:33][CH2:34]2)=[CH:39][CH:40]=1)#[N:25]. The yield is 0.760. (2) The reactants are [N:1]([O-])=O.[Na+].[F:5][C:6]1[CH:12]=[CH:11][CH:10]=[CH:9][C:7]=1[NH2:8].Cl.[CH3:14][O:15][CH2:16][C:17](=[O:23])[CH2:18][C:19]([O:21][CH3:22])=[O:20].CC([O-])=O.[Na+]. The catalyst is O.CO. The product is [F:5][C:6]1[CH:12]=[CH:11][CH:10]=[CH:9][C:7]=1[NH:8][N:1]=[C:18]([C:17](=[O:23])[CH2:16][O:15][CH3:14])[C:19]([O:21][CH3:22])=[O:20]. The yield is 0.940.